This data is from Catalyst prediction with 721,799 reactions and 888 catalyst types from USPTO. The task is: Predict which catalyst facilitates the given reaction. Reactant: [F:1][C:2]1[CH:30]=[C:29]([N+:31]([O-])=O)[CH:28]=[CH:27][C:3]=1[O:4][C:5]1[CH:10]=[CH:9][N:8]=[C:7]2[CH:11]=[C:12]([C:14]3[N:15]([CH3:26])[C:16]([CH2:19][N:20]4[CH2:25][CH2:24][O:23][CH2:22][CH2:21]4)=[CH:17][N:18]=3)[S:13][C:6]=12.[Cl-].[NH4+].C(O)C. Product: [F:1][C:2]1[CH:30]=[C:29]([CH:28]=[CH:27][C:3]=1[O:4][C:5]1[CH:10]=[CH:9][N:8]=[C:7]2[CH:11]=[C:12]([C:14]3[N:15]([CH3:26])[C:16]([CH2:19][N:20]4[CH2:25][CH2:24][O:23][CH2:22][CH2:21]4)=[CH:17][N:18]=3)[S:13][C:6]=12)[NH2:31]. The catalyst class is: 150.